Dataset: Full USPTO retrosynthesis dataset with 1.9M reactions from patents (1976-2016). Task: Predict the reactants needed to synthesize the given product. (1) Given the product [Br:20][C:6]1[CH:7]=[CH:8][C:3]([O:2][CH3:1])=[CH:4][C:5]=1[CH3:9], predict the reactants needed to synthesize it. The reactants are: [CH3:1][O:2][C:3]1[CH:8]=[CH:7][CH:6]=[C:5]([CH3:9])[CH:4]=1.C(#N)C.C1C(=O)N([Br:20])C(=O)C1. (2) Given the product [C:3]([O:7][C:8]([N:10]([CH2:18][CH3:19])[C@@H:11]([CH2:15][CH3:16])[C:12]([OH:14])=[O:13])=[O:9])([CH3:6])([CH3:5])[CH3:4], predict the reactants needed to synthesize it. The reactants are: [H-].[Na+].[C:3]([O:7][C:8]([NH:10][C@@H:11]([CH2:15][CH3:16])[C:12]([OH:14])=[O:13])=[O:9])([CH3:6])([CH3:5])[CH3:4].I[CH2:18][CH3:19].O. (3) The reactants are: Br[CH2:2][CH2:3][O:4][C:5]1[CH:10]=[CH:9][C:8]([N+:11]([O-:13])=[O:12])=[CH:7][C:6]=1[O:14][CH3:15].[NH:16]1[CH2:21][CH2:20][O:19][CH2:18][CH2:17]1. Given the product [CH3:15][O:14][C:6]1[CH:7]=[C:8]([N+:11]([O-:13])=[O:12])[CH:9]=[CH:10][C:5]=1[O:4][CH2:3][CH2:2][N:16]1[CH2:21][CH2:20][O:19][CH2:18][CH2:17]1, predict the reactants needed to synthesize it. (4) Given the product [Br:1][C:2]1[CH:7]=[N:6][C:5]([C:8]([O:10][CH2:11][CH3:12])=[O:9])=[N+:4]([O-:16])[CH:3]=1, predict the reactants needed to synthesize it. The reactants are: [Br:1][C:2]1[CH:3]=[N:4][C:5]([C:8]([O:10][CH2:11][CH3:12])=[O:9])=[N:6][CH:7]=1.FC(F)(F)C(OC(=O)C(F)(F)F)=[O:16].OO.NC(N)=O. (5) Given the product [Cl:1][C:2]1[CH:3]=[CH:4][C:5]([CH:8]2[CH2:12][N:11]([C:13]([CH:15]3[CH2:16][CH2:17][N:18]([CH2:21][CH2:22][CH2:23][S:53]([CH3:43])(=[O:56])=[O:54])[CH2:19][CH2:20]3)=[O:14])[CH2:10][CH:9]2[N:26]([CH3:41])[C:27](=[O:40])[C:28]2[CH:33]=[CH:32][C:31]([O:34][CH3:35])=[C:30]([C:36]([F:37])([F:39])[F:38])[CH:29]=2)=[CH:6][CH:7]=1, predict the reactants needed to synthesize it. The reactants are: [Cl:1][C:2]1[CH:7]=[CH:6][C:5]([CH:8]2[CH2:12][N:11]([C:13]([CH:15]3[CH2:20][CH2:19][N:18]([CH2:21][CH2:22][CH2:23]SC)[CH2:17][CH2:16]3)=[O:14])[CH2:10][CH:9]2[N:26]([CH3:41])[C:27](=[O:40])[C:28]2[CH:33]=[CH:32][C:31]([O:34][CH3:35])=[C:30]([C:36]([F:39])([F:38])[F:37])[CH:29]=2)=[CH:4][CH:3]=1.Cl[C:43]1C=CC=C(C(OO)=O)C=1.[S:53](=[O:56])(O)[O-:54].[Na+].C(=O)([O-])[O-].[Na+].[Na+]. (6) The reactants are: Cl[C:2]1[N:7]=[CH:6][C:5]([C:8](=[O:10])[CH3:9])=[CH:4][CH:3]=1. Given the product [N:7]1([C:2]2[CH:3]=[CH:4][C:5]([C:8](=[O:10])[CH3:9])=[CH:6][N:7]=2)[CH2:2][CH2:3][CH2:4][CH2:5][CH2:6]1, predict the reactants needed to synthesize it. (7) Given the product [C:1]([C:5]1[CH:11]=[C:23]([CH3:24])[C:8](=[C:7]([CH3:6])[CH3:10])[CH:9]=1)([CH3:2])([CH3:3])[CH3:4], predict the reactants needed to synthesize it. The reactants are: [C:1]([C:5]1[CH2:9][CH:8]=[C:7]([CH3:10])[CH:6]=1)([CH3:4])([CH3:3])[CH3:2].[CH3:11]C(C)=O.N1CCCC1.C(O[CH2:23][CH3:24])C.